This data is from Peptide-MHC class I binding affinity with 185,985 pairs from IEDB/IMGT. The task is: Regression. Given a peptide amino acid sequence and an MHC pseudo amino acid sequence, predict their binding affinity value. This is MHC class I binding data. (1) The peptide sequence is ELIRILQRALF. The MHC is Mamu-B17 with pseudo-sequence Mamu-B17. The binding affinity (normalized) is 0.243. (2) The peptide sequence is YRIMTRGLL. The binding affinity (normalized) is 0.0847. The MHC is HLA-A02:06 with pseudo-sequence HLA-A02:06. (3) The peptide sequence is EIKDRILSY. The MHC is HLA-B44:02 with pseudo-sequence HLA-B44:02. The binding affinity (normalized) is 0.0847. (4) The peptide sequence is YYREGRDQLW. The MHC is Mamu-B17 with pseudo-sequence Mamu-B17. The binding affinity (normalized) is 0.326. (5) The peptide sequence is QPLTDAKVA. The MHC is HLA-B35:01 with pseudo-sequence HLA-B35:01. The binding affinity (normalized) is 0.0641. (6) The peptide sequence is EEALKHFDPRL. The MHC is Mamu-A11 with pseudo-sequence Mamu-A11. The binding affinity (normalized) is 0.176. (7) The MHC is HLA-B07:02 with pseudo-sequence HLA-B07:02. The binding affinity (normalized) is 0.763. The peptide sequence is VLRQAALSL. (8) The peptide sequence is WSFLEDRVY. The MHC is HLA-B58:01 with pseudo-sequence HLA-B58:01. The binding affinity (normalized) is 0.429.